The task is: Predict the product of the given reaction.. This data is from Forward reaction prediction with 1.9M reactions from USPTO patents (1976-2016). (1) The product is: [OH:5][CH:3]([CH2:2][CH2:1][O:9][CH3:10])[C:12]([NH:17][C:18]1[S:19][CH:20]=[C:21]([CH3:23])[N:22]=1)=[O:13]. Given the reactants [C:1]([O:9][CH2:10]C)(=O)[CH2:2][C:3]([O:5]CC)=O.[CH3:12][O:13]CCBr.[NH2:17][C:18]1[S:19][CH:20]=[C:21]([CH3:23])[N:22]=1, predict the reaction product. (2) Given the reactants Cl.[CH3:2][C:3]1([CH3:22])[C:7]([CH3:9])([CH3:8])[O:6][B:5]([C:10]2[CH:15]=[CH:14][C:13]([N:16]3[CH2:21][CH2:20][NH:19][CH2:18][CH2:17]3)=[CH:12][CH:11]=2)[O:4]1.C(=O)([O-])[O-].[Cs+].[Cs+].[C:29](Cl)(=[O:31])[CH3:30], predict the reaction product. The product is: [CH3:9][C:7]1([CH3:8])[C:3]([CH3:22])([CH3:2])[O:4][B:5]([C:10]2[CH:11]=[CH:12][C:13]([N:16]3[CH2:17][CH2:18][N:19]([C:29](=[O:31])[CH3:30])[CH2:20][CH2:21]3)=[CH:14][CH:15]=2)[O:6]1. (3) Given the reactants [Br:1][C:2]1[CH:3]=[C:4]2[C:9](=[CH:10][CH:11]=1)[CH2:8][C:7](=[O:12])[CH2:6][CH2:5]2.N1CC[CH2:15][CH2:14]1.ICC, predict the reaction product. The product is: [Br:1][C:2]1[CH:3]=[C:4]2[C:9](=[CH:10][CH:11]=1)[CH:8]([CH2:14][CH3:15])[C:7](=[O:12])[CH2:6][CH2:5]2. (4) Given the reactants [Si]([O:8][CH2:9][C:10]1[CH:16]=[CH:15][C:13]([NH2:14])=[CH:12][CH:11]=1)(C(C)(C)C)(C)C.C(N(CC)CC)C.[Cl:24][C:25]1[CH:26]=[C:27]([N:32]2[C:36]([C:37]([Cl:40])([Cl:39])[Cl:38])=[N:35][C:34]([C:41](Cl)=[O:42])=[N:33]2)[CH:28]=[CH:29][C:30]=1[Cl:31].CCCC[N+](CCCC)(CCCC)CCCC.[F-], predict the reaction product. The product is: [Cl:24][C:25]1[CH:26]=[C:27]([N:32]2[C:36]([C:37]([Cl:40])([Cl:38])[Cl:39])=[N:35][C:34]([C:41]([NH:14][C:13]3[CH:12]=[CH:11][C:10]([CH2:9][OH:8])=[CH:16][CH:15]=3)=[O:42])=[N:33]2)[CH:28]=[CH:29][C:30]=1[Cl:31]. (5) Given the reactants [Br:1][C:2]1[C:6]2[CH:7]=[C:8]([O:11][CH3:12])[CH:9]=[CH:10][C:5]=2[O:4][C:3]=1[CH:13]=[O:14].[CH:15]1([Mg]Br)[CH2:20][CH2:19][CH2:18][CH2:17][CH2:16]1.[Cl-].[NH4+], predict the reaction product. The product is: [Br:1][C:2]1[C:6]2[CH:7]=[C:8]([O:11][CH3:12])[CH:9]=[CH:10][C:5]=2[O:4][C:3]=1[CH:13]([CH:15]1[CH2:20][CH2:19][CH2:18][CH2:17][CH2:16]1)[OH:14]. (6) Given the reactants [CH3:1][O:2][C:3]1[CH:4]=[C:5]([NH2:9])[CH:6]=[CH:7][CH:8]=1.[Cl:10][CH2:11][C:12](Cl)=[O:13], predict the reaction product. The product is: [Cl:10][CH2:11][C:12]([NH:9][C:5]1[CH:6]=[CH:7][CH:8]=[C:3]([O:2][CH3:1])[CH:4]=1)=[O:13]. (7) The product is: [CH3:14][N:4]1[C:5]2=[N:6][CH:7]=[C:8]([N+:11]([O-:13])=[O:12])[CH:9]=[C:10]2[C:2]([C:23]2[CH2:28][CH2:27][N:26]([C:29]([O:31][C:32]([CH3:35])([CH3:34])[CH3:33])=[O:30])[CH2:25][CH:24]=2)=[CH:3]1. Given the reactants I[C:2]1[C:10]2[C:5](=[N:6][CH:7]=[C:8]([N+:11]([O-:13])=[O:12])[CH:9]=2)[N:4]([CH3:14])[CH:3]=1.CC1(C)C(C)(C)OB([C:23]2[CH2:28][CH2:27][N:26]([C:29]([O:31][C:32]([CH3:35])([CH3:34])[CH3:33])=[O:30])[CH2:25][CH:24]=2)O1.C([O-])([O-])=O.[K+].[K+].COCCOC, predict the reaction product. (8) Given the reactants [O:1]=[CH:2][C:3]1[CH:12]=[CH:11][C:9]([OH:10])=[C:5]([O:6][CH2:7][CH3:8])[CH:4]=1.[I-:13].[Na+].ClN1C(=O)CCC1=O.O, predict the reaction product. The product is: [CH2:7]([O:6][C:5]1[CH:4]=[C:3]([CH:12]=[C:11]([I:13])[C:9]=1[OH:10])[CH:2]=[O:1])[CH3:8].